This data is from Forward reaction prediction with 1.9M reactions from USPTO patents (1976-2016). The task is: Predict the product of the given reaction. (1) Given the reactants [N+]1([O-])C2[C:5](=[CH:6][CH:7]=[CH:8][C:9]=2[OH:11])[CH:4]=[CH:3]C=1.[NH3:13].[C:14]([O:17][C:18](=[O:20])[CH3:19])(=O)[CH3:15], predict the reaction product. The product is: [C:18]([O:17][C:14]1[CH:3]=[CH:4][CH:5]=[C:6]2[C:15]=1[NH:13][C:9](=[O:11])[CH:8]=[CH:7]2)(=[O:20])[CH3:19]. (2) Given the reactants C(O[C:5](=[O:7])[CH3:6])(=O)C.[CH3:8][C:9]1[CH:15]=[C:14]([I:16])[C:13]([CH3:17])=[CH:12][C:10]=1[NH2:11].C([O-])(=O)C.[K+].C(O[N:29]=O)CC(C)C, predict the reaction product. The product is: [C:5]([N:11]1[C:10]2[C:9](=[CH:15][C:14]([I:16])=[C:13]([CH3:17])[CH:12]=2)[CH:8]=[N:29]1)(=[O:7])[CH3:6]. (3) Given the reactants [Br:1][C:2]1[C:10]2[C:5]([NH:6][CH:7]=[N:8][C:9]=2[Cl:11])=[N:4][CH:3]=1.[CH3:12][N:13]([CH3:17])[CH2:14][CH2:15]O.C1(P(C2C=CC=CC=2)C2C=CC=CC=2)C=CC=CC=1.CCOC(/N=N/C(OCC)=O)=O, predict the reaction product. The product is: [Br:1][C:2]1[C:10]2[C:9]([Cl:11])=[N:8][CH:7]=[N:6][C:5]=2[N:4]([CH2:15][CH2:14][N:13]([CH3:17])[CH3:12])[CH:3]=1. (4) Given the reactants [OH:1][C:2]1[C:10]([N+:11]([O-:13])=[O:12])=[CH:9][CH:8]=[CH:7][C:3]=1[C:4]([OH:6])=[O:5].[CH3:14]O.O=S(Cl)Cl, predict the reaction product. The product is: [OH:1][C:2]1[C:10]([N+:11]([O-:13])=[O:12])=[CH:9][CH:8]=[CH:7][C:3]=1[C:4]([O:6][CH3:14])=[O:5].